From a dataset of Reaction yield outcomes from USPTO patents with 853,638 reactions. Predict the reaction yield, written as a fraction of the theoretical maximum amount of product (1.0 means a 100% yield; for example, 0.34 means a 34% yield). (1) The reactants are Br[C:2]1[CH:3]=[N:4][C:5]([Cl:12])=[C:6]([CH:11]=1)[C:7]([O:9][CH3:10])=[O:8].[O-]P([O-])([O-])=O.[K+].[K+].[K+].[CH3:21]B(O)O.C1(P(C2CCCCC2)C2CCCCC2)CCCCC1. The catalyst is C1(C)C=CC=CC=1.O.CC([O-])=O.CC([O-])=O.[Pd+2]. The product is [Cl:12][C:5]1[N:4]=[CH:3][C:2]([CH3:21])=[CH:11][C:6]=1[C:7]([O:9][CH3:10])=[O:8]. The yield is 0.870. (2) The reactants are [Cl:1][C:2]1[CH:7]=[CH:6][CH:5]=[C:4](I)[CH:3]=1.[Cl:9][C:10]1[CH:11]=[C:12]([C:18]([F:21])([F:20])[F:19])[CH:13]=[C:14]([Cl:17])[C:15]=1F.O. The catalyst is C1C=CC=CC=1.C([Li])CCC.CCCCCC. The product is [Cl:1][C:2]1[CH:7]=[CH:6][CH:5]=[C:4]([C:15]2[C:14]([Cl:17])=[CH:13][C:12]([C:18]([F:19])([F:21])[F:20])=[CH:11][C:10]=2[Cl:9])[CH:3]=1. The yield is 0.350. (3) The reactants are [Cl:1][C:2]1[CH:7]=[C:6]([CH2:8][CH:9]([C:15](=O)[CH2:16][CH2:17][CH3:18])[C:10](OCC)=[O:11])[CH:5]=[CH:4][C:3]=1[C:20]1[CH:25]=[CH:24][CH:23]=[CH:22][C:21]=1[C:26]#[N:27].Cl.[C:29](=[NH:32])([NH2:31])[CH3:30].C[O-].[Na+]. The catalyst is CO. The product is [Cl:1][C:2]1[CH:7]=[C:6]([CH2:8][C:9]2[C:10](=[O:11])[NH:32][C:29]([CH3:30])=[N:31][C:15]=2[CH2:16][CH2:17][CH3:18])[CH:5]=[CH:4][C:3]=1[C:20]1[C:21]([C:26]#[N:27])=[CH:22][CH:23]=[CH:24][CH:25]=1. The yield is 0.730. (4) The catalyst is C1(C)C=CC=CC=1. The yield is 0.220. The reactants are [CH2:1]([S:3](Cl)(=[O:5])=[O:4])[CH3:2].ClCCl.C(N(C(C)C)CC)(C)C.[CH2:19]1[CH:23]2[CH2:24][NH:25][CH2:26][CH:22]2[CH2:21][N:20]1[C:27]1[CH:28]=[CH:29][C:30]2[N:31]([C:33]([C:36]([F:39])([F:38])[F:37])=[N:34][N:35]=2)[N:32]=1. The product is [CH2:1]([S:3]([N:25]1[CH2:24][CH:23]2[CH2:19][N:20]([C:27]3[CH:28]=[CH:29][C:30]4=[N:35][N:34]=[C:33]([C:36]([F:39])([F:37])[F:38])[N:31]4[N:32]=3)[CH2:21][CH:22]2[CH2:26]1)(=[O:5])=[O:4])[CH3:2]. (5) The reactants are [NH2:1][C:2]1[CH:11]=[C:10]([C:12]2[C:21]3[C:16](=[CH:17][C:18]([O:27][CH2:28][CH3:29])=[C:19]4[O:24][C:23]([CH3:26])([CH3:25])[CH2:22][C:20]4=3)[CH2:15][C:14]([CH3:31])([CH3:30])[N:13]=2)[CH:9]=[CH:8][C:3]=1[C:4]([NH:6][CH3:7])=[O:5].[ClH:32].C(O[CH2:37][CH3:38])(=O)C.[C:39](OCC)(=O)C. No catalyst specified. The product is [ClH:32].[CH2:28]([O:27][C:18]1[CH:17]=[C:16]2[C:21](=[C:20]3[CH2:22][C:23]([CH3:26])([CH3:25])[O:24][C:19]=13)[C:12]([C:10]1[CH:9]=[CH:8][C:3]([C:4]([NH:6][CH3:7])=[O:5])=[C:2]([N:1]=[C:37]([CH3:38])[CH3:39])[CH:11]=1)=[N:13][C:14]([CH3:30])([CH3:31])[CH2:15]2)[CH3:29]. The yield is 0.910.